The task is: Predict which catalyst facilitates the given reaction.. This data is from Catalyst prediction with 721,799 reactions and 888 catalyst types from USPTO. Reactant: [I:1][C:2]1[CH:7]=[CH:6][N:5]=[C:4]2[NH:8][CH:9]=[N:10][C:3]=12.[H-].[Na+].[CH3:13][Si:14]([CH2:17][CH2:18][O:19][CH2:20]Cl)([CH3:16])[CH3:15]. Product: [I:1][C:2]1[CH:7]=[CH:6][N:5]=[C:4]2[N:8]([CH2:20][O:19][CH2:18][CH2:17][Si:14]([CH3:16])([CH3:15])[CH3:13])[CH:9]=[N:10][C:3]=12. The catalyst class is: 3.